This data is from Full USPTO retrosynthesis dataset with 1.9M reactions from patents (1976-2016). The task is: Predict the reactants needed to synthesize the given product. Given the product [C:9]([C:5]1[CH:4]=[C:3]([F:12])[C:2]([NH:1][S:21]([CH3:20])(=[O:23])=[O:22])=[C:7]([F:8])[CH:6]=1)(=[O:11])[CH3:10], predict the reactants needed to synthesize it. The reactants are: [NH2:1][C:2]1[C:7]([F:8])=[CH:6][C:5]([C:9](=[O:11])[CH3:10])=[CH:4][C:3]=1[F:12].CCN(CC)CC.[CH3:20][S:21](Cl)(=[O:23])=[O:22].[OH-].[Na+].